From a dataset of NCI-60 drug combinations with 297,098 pairs across 59 cell lines. Regression. Given two drug SMILES strings and cell line genomic features, predict the synergy score measuring deviation from expected non-interaction effect. Drug 1: C1=CC(=CC=C1CCC2=CNC3=C2C(=O)NC(=N3)N)C(=O)NC(CCC(=O)O)C(=O)O. Drug 2: CC1=C(C=C(C=C1)NC(=O)C2=CC=C(C=C2)CN3CCN(CC3)C)NC4=NC=CC(=N4)C5=CN=CC=C5. Cell line: T-47D. Synergy scores: CSS=14.9, Synergy_ZIP=3.80, Synergy_Bliss=7.87, Synergy_Loewe=7.95, Synergy_HSA=8.22.